Dataset: Forward reaction prediction with 1.9M reactions from USPTO patents (1976-2016). Task: Predict the product of the given reaction. (1) Given the reactants Cl[C:2]1[C:10]2[C:5](=[CH:6][CH:7]=[C:8]([O:11][C:12]3[CH:40]=[C:39]([N:41]4[CH2:46][CH2:45][N:44]([CH2:47][C:48]5[CH2:53][CH2:52][C:51]([CH3:55])([CH3:54])[CH2:50][C:49]=5[C:56]5[CH:61]=[CH:60][C:59]([Cl:62])=[CH:58][CH:57]=5)[CH2:43][CH2:42]4)[CH:38]=[CH:37][C:13]=3[C:14]([NH:16][S:17]([C:20]3[CH:25]=[CH:24][C:23]([NH:26][CH2:27][CH:28]4[CH2:33][CH2:32][O:31][CH2:30][CH2:29]4)=[C:22]([N+:34]([O-:36])=[O:35])[CH:21]=3)(=[O:19])=[O:18])=[O:15])[CH:9]=2)[NH:4][CH:3]=1.C([OH:65])C, predict the reaction product. The product is: [Cl:62][C:59]1[CH:58]=[CH:57][C:56]([C:49]2[CH2:50][C:51]([CH3:55])([CH3:54])[CH2:52][CH2:53][C:48]=2[CH2:47][N:44]2[CH2:45][CH2:46][N:41]([C:39]3[CH:38]=[CH:37][C:13]([C:14]([NH:16][S:17]([C:20]4[CH:25]=[CH:24][C:23]([NH:26][CH2:27][CH:28]5[CH2:29][CH2:30][O:31][CH2:32][CH2:33]5)=[C:22]([N+:34]([O-:36])=[O:35])[CH:21]=4)(=[O:18])=[O:19])=[O:15])=[C:12]([O:11][C:8]4[CH:9]=[C:10]5[C:5](=[CH:6][CH:7]=4)[NH:4][C:3](=[O:65])[CH2:2]5)[CH:40]=3)[CH2:42][CH2:43]2)=[CH:61][CH:60]=1. (2) Given the reactants [CH3:1][N:2]1[C:6]([C:7]([OH:9])=O)=[CH:5][CH:4]=[N:3]1.Cl.C(N=C=NCCCN(C)C)C.O.ON1C2C=CC=CC=2N=N1.[NH2:33][C:34]1[CH:39]=[CH:38][C:37]([C:40]([F:43])([F:42])[F:41])=[CH:36][CH:35]=1, predict the reaction product. The product is: [CH3:1][N:2]1[C:6]([C:7]([NH:33][C:34]2[CH:39]=[CH:38][C:37]([C:40]([F:41])([F:42])[F:43])=[CH:36][CH:35]=2)=[O:9])=[CH:5][CH:4]=[N:3]1.